This data is from Catalyst prediction with 721,799 reactions and 888 catalyst types from USPTO. The task is: Predict which catalyst facilitates the given reaction. (1) Reactant: Cl.[Cl:2][C:3]1[CH:14]=[C:13]2[C:6]([NH:7][CH:8]=[C:9]2[CH2:10][CH2:11][NH2:12])=[CH:5][CH:4]=1.[C:15]1([CH3:23])[CH:20]=[CH:19][C:18]([CH:21]=O)=[CH:17][CH:16]=1. Product: [Cl:2][C:3]1[CH:14]=[C:13]2[C:6](=[CH:5][CH:4]=1)[NH:7][C:8]1[CH:23]([C:15]3[CH:20]=[CH:19][C:18]([CH3:21])=[CH:17][CH:16]=3)[NH:12][CH2:11][CH2:10][C:9]2=1. The catalyst class is: 15. (2) The catalyst class is: 19. Product: [C:1]([O:5][C:6]([N:8]1[CH2:13][CH2:12][C@@H:11]([NH2:14])[C@H:10]([OH:17])[CH2:9]1)=[O:7])([CH3:4])([CH3:2])[CH3:3]. Reactant: [C:1]([O:5][C:6]([N:8]1[CH2:13][CH2:12][C@@H:11]([N:14]=[N+]=[N-])[C@H:10]([OH:17])[CH2:9]1)=[O:7])([CH3:4])([CH3:3])[CH3:2]. (3) Reactant: [N+:1]([C:4]1[CH:9]=[CH:8][C:7]([C:10]2[CH:15]=[CH:14][C:13]([C:16](=[O:27])[CH2:17][C:18]3([C:23]([O:25][CH3:26])=[O:24])[CH2:22][CH2:21][CH2:20][CH2:19]3)=[CH:12][CH:11]=2)=[CH:6][CH:5]=1)([O-])=O.Cl. Product: [NH2:1][C:4]1[CH:5]=[CH:6][C:7]([C:10]2[CH:15]=[CH:14][C:13]([C:16](=[O:27])[CH2:17][C:18]3([C:23]([O:25][CH3:26])=[O:24])[CH2:22][CH2:21][CH2:20][CH2:19]3)=[CH:12][CH:11]=2)=[CH:8][CH:9]=1. The catalyst class is: 186. (4) Reactant: [NH:1]1[CH:5]=[CH:4][N:3]=[C:2]1[CH2:6][N:7]([CH2:15][C:16]1[CH:34]=[CH:33][C:19]([CH2:20][NH:21][CH2:22][CH2:23][CH2:24][CH2:25][N:26]([CH2:30][CH2:31][CH3:32])[CH2:27][CH2:28][CH3:29])=[CH:18][CH:17]=1)[CH2:8][C:9]1[N:10]([CH3:14])[CH:11]=[CH:12][N:13]=1.[CH2:35]([N:37](CC)CC)C.C(Br)#N.C(=O)([O-])O.[Na+]. Product: [CH2:30]([N:26]([CH2:27][CH2:28][CH3:29])[CH2:25][CH2:24][CH2:23][CH2:22][N:21]([CH2:20][C:19]1[CH:33]=[CH:34][C:16]([CH2:15][N:7]([CH2:6][C:2]2[NH:3][CH:4]=[CH:5][N:1]=2)[CH2:8][C:9]2[N:10]([CH3:14])[CH:11]=[CH:12][N:13]=2)=[CH:17][CH:18]=1)[C:35]#[N:37])[CH2:31][CH3:32]. The catalyst class is: 1. (5) Reactant: [Cl:1][CH2:2][CH2:3][C:4]([C:8]1[CH:13]=[CH:12][CH:11]=[CH:10][CH:9]=1)([OH:7])[CH:5]=[CH2:6].B.C1C[O:18]CC1.[OH-].[Na+].OO. Product: [Cl:1][CH2:2][CH2:3][C:4]([C:8]1[CH:13]=[CH:12][CH:11]=[CH:10][CH:9]=1)([OH:7])[CH2:5][CH2:6][OH:18]. The catalyst class is: 1.